Dataset: Full USPTO retrosynthesis dataset with 1.9M reactions from patents (1976-2016). Task: Predict the reactants needed to synthesize the given product. Given the product [N+:1]([C:4]1[CH:9]=[C:8]([CH2:10][N:11]2[CH2:12][CH2:13][CH2:14][CH2:15][CH2:16]2)[CH:7]=[CH:6][C:5]=1[O:17][CH2:19][CH2:20][CH2:21][CH2:22][CH2:23][S:24][C:25]1[C:34]2[C:29](=[CH:30][C:31]([C:35]([F:38])([F:36])[F:37])=[CH:32][CH:33]=2)[N:28]=[CH:27][CH:26]=1)([O-:3])=[O:2], predict the reactants needed to synthesize it. The reactants are: [N+:1]([C:4]1[CH:9]=[C:8]([CH2:10][N:11]2[CH2:16][CH2:15][CH2:14][CH2:13][CH2:12]2)[CH:7]=[CH:6][C:5]=1[OH:17])([O-:3])=[O:2].Br[CH2:19][CH2:20][CH2:21][CH2:22][CH2:23][S:24][C:25]1[C:34]2[C:29](=[CH:30][C:31]([C:35]([F:38])([F:37])[F:36])=[CH:32][CH:33]=2)[N:28]=[CH:27][CH:26]=1.